From a dataset of Full USPTO retrosynthesis dataset with 1.9M reactions from patents (1976-2016). Predict the reactants needed to synthesize the given product. (1) Given the product [Br:14][C:11]1[CH:12]=[CH:13][C:5]([Cl:4])=[C:6]([CH:10]=1)[C:7]([O:9][CH3:1])=[O:8], predict the reactants needed to synthesize it. The reactants are: [CH2:1](Cl)Cl.[Cl:4][C:5]1[CH:13]=[CH:12][C:11]([Br:14])=[CH:10][C:6]=1[C:7]([OH:9])=[O:8].[Cl-]. (2) Given the product [N:1]1([C:10]2[S:14][C:13]([C:15]#[N:17])=[C:12]([O:18][CH2:19][C:20]3[CH:25]=[CH:24][CH:23]=[CH:22][CH:21]=3)[CH:11]=2)[C:5]2[CH:6]=[CH:7][CH:8]=[CH:9][C:4]=2[N:3]=[CH:2]1, predict the reactants needed to synthesize it. The reactants are: [N:1]1([C:10]2[S:14][C:13]([C:15]([NH2:17])=O)=[C:12]([O:18][CH2:19][C:20]3[CH:25]=[CH:24][CH:23]=[CH:22][CH:21]=3)[CH:11]=2)[C:5]2[CH:6]=[CH:7][CH:8]=[CH:9][C:4]=2[N:3]=[CH:2]1.[Cl-].ClC1N(C)CC[NH+]1C.FC(F)(F)C(O)=O.C(N(CC)CC)C. (3) Given the product [Cl:8][C:7]1[C:2]([I:12])=[N:3][CH:4]=[C:5]([N+:9]([O-:11])=[O:10])[CH:6]=1, predict the reactants needed to synthesize it. The reactants are: Cl[C:2]1[C:7]([Cl:8])=[CH:6][C:5]([N+:9]([O-:11])=[O:10])=[CH:4][N:3]=1.[I-:12].[K+].